Dataset: Reaction yield outcomes from USPTO patents with 853,638 reactions. Task: Predict the reaction yield, written as a fraction of the theoretical maximum amount of product (1.0 means a 100% yield; for example, 0.34 means a 34% yield). The reactants are [SH2:1].[C:2]([C:4]1[CH:5]=[N:6][CH:7]=[CH:8][C:9]=1[O:10][CH3:11])#[N:3].C(N(CC)CC)C. The catalyst is C(O)C. The product is [CH3:11][O:10][C:9]1[CH:8]=[CH:7][N:6]=[CH:5][C:4]=1[C:2](=[S:1])[NH2:3]. The yield is 0.653.